This data is from NCI-60 drug combinations with 297,098 pairs across 59 cell lines. The task is: Regression. Given two drug SMILES strings and cell line genomic features, predict the synergy score measuring deviation from expected non-interaction effect. Drug 1: CC1CC2C3CCC4=CC(=O)C=CC4(C3(C(CC2(C1(C(=O)CO)O)C)O)F)C. Drug 2: C1CC(CCC1OC2=C(C(=CC=C2)Cl)F)(CC3=NC(=CC=C3)NC4=NC=CS4)C(=O)O. Cell line: SW-620. Synergy scores: CSS=18.7, Synergy_ZIP=0.936, Synergy_Bliss=5.07, Synergy_Loewe=-14.4, Synergy_HSA=3.53.